The task is: Predict the product of the given reaction.. This data is from Forward reaction prediction with 1.9M reactions from USPTO patents (1976-2016). (1) The product is: [F:23][C:24]([F:34])([F:33])[C:6]1[CH:7]=[C:2]([CH:3]=[CH:4][CH:5]=1)[CH2:1][NH:8][C:9]([C:11]1[CH:20]=[CH:19][C:14]([C:15]([O:17][CH3:18])=[O:16])=[C:13]([OH:21])[C:12]=1[OH:22])=[O:10]. Given the reactants [CH2:1]([NH:8][C:9]([C:11]1[CH:20]=[CH:19][C:14]([C:15]([O:17][CH3:18])=[O:16])=[C:13]([OH:21])[C:12]=1[OH:22])=[O:10])[C:2]1[CH:7]=[CH:6][CH:5]=[CH:4][CH:3]=1.[F:23][C:24]([F:34])([F:33])C1C=C(CN)C=CC=1, predict the reaction product. (2) Given the reactants [Br:1][C:2]1[CH:3]=[CH:4][C:5]([F:16])=[C:6]([C:8]23[CH2:14][CH:13]2[CH2:12][O:11]C(=O)[NH:9]3)[CH:7]=1.O.[OH-].[Li+], predict the reaction product. The product is: [NH2:9][C:8]1([C:6]2[CH:7]=[C:2]([Br:1])[CH:3]=[CH:4][C:5]=2[F:16])[CH2:14][CH:13]1[CH2:12][OH:11]. (3) Given the reactants C[O:2][C:3](=O)[C:4]1[CH:9]=[C:8]([N:10]2[CH:14]=[CH:13][CH:12]=[N:11]2)[CH:7]=[CH:6][C:5]=1[I:15].C([BH-](CC)CC)C.[Li+], predict the reaction product. The product is: [I:15][C:5]1[CH:6]=[CH:7][C:8]([N:10]2[CH:14]=[CH:13][CH:12]=[N:11]2)=[CH:9][C:4]=1[CH2:3][OH:2]. (4) Given the reactants Br[C:2]1[CH:9]=[CH:8][C:5]([CH:6]=[O:7])=[C:4]([C:10]([F:13])([F:12])[F:11])[CH:3]=1.[C:14]([C:16]1[CH:21]=[CH:20][CH:19]=[CH:18][C:17]=1OB(O)O)#[N:15].C(=O)([O-])[O-].[Na+].[Na+].C1(C)C=CC=CC=1, predict the reaction product. The product is: [CH:6]([C:5]1[CH:8]=[CH:9][C:2]([C:17]2[C:16]([C:14]#[N:15])=[CH:21][CH:20]=[CH:19][CH:18]=2)=[CH:3][C:4]=1[C:10]([F:13])([F:12])[F:11])=[O:7]. (5) Given the reactants [F:1][C:2]1[C:7](B(O)O)=[CH:6][CH:5]=[CH:4][N:3]=1.Br[C:12]1[CH:17]=[CH:16][N:15]=[C:14]([C:18]([F:21])([F:20])[F:19])[CH:13]=1.C(=O)([O-])[O-].[Na+].[Na+], predict the reaction product. The product is: [F:1][C:2]1[C:7]([C:12]2[CH:17]=[CH:16][N:15]=[C:14]([C:18]([F:21])([F:20])[F:19])[CH:13]=2)=[CH:6][CH:5]=[CH:4][N:3]=1. (6) Given the reactants [Cl:1][CH2:2][C:3]([NH:5][C:6]1[C:10]2[CH:11]=[C:12]([CH:15]3[CH2:17][CH2:16]3)[CH:13]=[CH:14][C:9]=2[O:8][C:7]=1[C:18]([NH2:20])=[O:19])=O.OS([O-])(=O)=O.[Na+], predict the reaction product. The product is: [Cl:1][CH2:2][C:3]1[NH:20][C:18](=[O:19])[C:7]2[O:8][C:9]3[CH:14]=[CH:13][C:12]([CH:15]4[CH2:17][CH2:16]4)=[CH:11][C:10]=3[C:6]=2[N:5]=1. (7) Given the reactants [CH3:1][C:2]1[C:7]([CH:8]([CH2:13][CH2:14][CH3:15])[C:9]([O:11]C)=[O:10])=[C:6]([C:16]2[CH:21]=[CH:20][C:19]([CH3:22])=[CH:18][CH:17]=2)[N:5]=[C:4]([NH:23][C:24]2[CH:29]=[CH:28][CH:27]=[CH:26][CH:25]=2)[N:3]=1.[OH-].[Na+], predict the reaction product. The product is: [CH3:1][C:2]1[C:7]([CH:8]([CH2:13][CH2:14][CH3:15])[C:9]([OH:11])=[O:10])=[C:6]([C:16]2[CH:17]=[CH:18][C:19]([CH3:22])=[CH:20][CH:21]=2)[N:5]=[C:4]([NH:23][C:24]2[CH:25]=[CH:26][CH:27]=[CH:28][CH:29]=2)[N:3]=1. (8) Given the reactants C(OC(=O)[NH:7][C:8]1[CH:13]=[CH:12][CH:11]=[C:10]([S:14][C:15]2[CH:20]=[CH:19][C:18]([C:21](=[O:30])[NH:22][C:23]3[CH:28]=[CH:27][CH:26]=[C:25]([Br:29])[CH:24]=3)=[CH:17][C:16]=2[NH:31][C:32]2[C:33]3[CH:41]=[CH:40][C:39]([CH:42]([CH3:44])[CH3:43])=[N:38][C:34]=3[N:35]=[CH:36][N:37]=2)[CH:9]=1)(C)(C)C.[F:46][C:47]([F:52])([F:51])[C:48]([OH:50])=[O:49], predict the reaction product. The product is: [NH2:7][C:8]1[CH:9]=[C:10]([S:14][C:15]2[CH:20]=[CH:19][C:18]([C:21]([NH:22][C:23]3[CH:28]=[CH:27][CH:26]=[C:25]([Br:29])[CH:24]=3)=[O:30])=[CH:17][C:16]=2[NH:31][C:32]2[C:33]3[CH:41]=[CH:40][C:39]([CH:42]([CH3:44])[CH3:43])=[N:38][C:34]=3[N:35]=[CH:36][N:37]=2)[CH:11]=[CH:12][CH:13]=1.[F:46][C:47]([F:52])([F:51])[C:48]([OH:50])=[O:49]. (9) Given the reactants F[B-](F)(F)F.N1(OC(N(C)C)=[N+](C)C)C2C=CC=CC=2N=N1.C(N(CC)CC)C.Cl.C[C:32]1[NH:36][CH:35]=[N:34][C:33]=1[CH2:37][CH2:38][C:39]([OH:41])=O.FC(F)(F)C(O)=O.[NH2:49][CH:50]([CH2:77][C:78]1[CH:83]=[CH:82][C:81]([O:84][CH3:85])=[CH:80][CH:79]=1)[C:51]([N:53]1[CH2:56][C:55]([O:64][CH2:65][CH2:66][CH2:67][CH2:68][O:69][CH2:70][C:71]2[CH:76]=[CH:75][CH:74]=[CH:73][CH:72]=2)([C:57]2[CH:62]=[CH:61][CH:60]=[CH:59][C:58]=2[CH3:63])[CH2:54]1)=[O:52].[OH-].[Na+], predict the reaction product. The product is: [CH2:70]([O:69][CH2:68][CH2:67][CH2:66][CH2:65][O:64][C:55]1([C:57]2[CH:62]=[CH:61][CH:60]=[CH:59][C:58]=2[CH3:63])[CH2:54][N:53]([C:51](=[O:52])[C@H:50]([NH:49][C:39](=[O:41])[CH2:38][CH2:37][C:33]2[N:34]=[CH:35][NH:36][CH:32]=2)[CH2:77][C:78]2[CH:79]=[CH:80][C:81]([O:84][CH3:85])=[CH:82][CH:83]=2)[CH2:56]1)[C:71]1[CH:76]=[CH:75][CH:74]=[CH:73][CH:72]=1. (10) Given the reactants [Mg].Br[C:3]1[C:8]([O:9][CH3:10])=[CH:7][C:6]([CH2:11][O:12][CH3:13])=[CH:5][C:4]=1[O:14][CH3:15].BrC1C(OC)=[CH:21][C:20]([CH2:25][O:26]C)=[CH:19]C=1OC.O1CCCC1.[B:35](OC(C)C)(OC(C)C)[O:36][CH:37](C)C.CC(C)(CO)CO.C(=O)([O-])O.[Na+].[Cl-].[Na+], predict the reaction product. The product is: [CH3:15][O:14][C:4]1[CH:5]=[C:6]([CH2:11][O:12][CH3:13])[CH:7]=[C:8]([O:9][CH3:10])[C:3]=1[B:35]1[O:26][CH2:25][C:20]([CH3:19])([CH3:21])[CH2:37][O:36]1.